The task is: Regression/Classification. Given a drug SMILES string, predict its absorption, distribution, metabolism, or excretion properties. Task type varies by dataset: regression for continuous measurements (e.g., permeability, clearance, half-life) or binary classification for categorical outcomes (e.g., BBB penetration, CYP inhibition). For this dataset (clearance_hepatocyte_az), we predict log10(clearance) (log10 of the in vitro intrinsic clearance, CLint, in uL/min per 10^6 hepatocytes; values are censored to the assay range of 3 to 150, which is 0.477 to 2.18 on this log10 scale).. This data is from Hepatocyte clearance measurements from AstraZeneca. (1) The compound is C[C@H]1CN(Cc2nnc(-c3cc(-c4cccc5[nH]ccc45)cc4[nH]ncc34)o2)C[C@@H](C)O1. The log10(clearance) is 1.74. (2) The drug is CCN1CCN(c2ccc(Nc3cc(N(C)C(=O)Nc4c(Cl)c(OC)cc(OC)c4Cl)ncn3)cc2)CC1. The log10(clearance) is 1.94. (3) The log10(clearance) is 1.94. The molecule is O=C(O)Cc1ccccc1Nc1c(Cl)cccc1Cl. (4) The drug is O=C(c1ccc(F)cc1)C1CCN(CCn2c(=O)[nH]c3ccccc3c2=O)CC1. The log10(clearance) is 1.48. (5) The drug is COc1cc(NC(=O)Nc2cccc(CNC(=O)O[C@H]3CCOC3)c2)ccc1-c1cnco1. The log10(clearance) is 1.11. (6) The molecule is COCC(C)n1nc(C)c(C(=O)N[C@@H](C)C(C)(C)C)c1NS(=O)(=O)c1ccc(C)cc1. The log10(clearance) is 0.480.